From a dataset of Catalyst prediction with 721,799 reactions and 888 catalyst types from USPTO. Predict which catalyst facilitates the given reaction. (1) Reactant: [OH:1][C:2]1[CH:9]=[CH:8][C:7]([OH:10])=[CH:6][C:3]=1[CH:4]=O.C([O-])([O-])=O.[K+].[K+].[O:17]1[C:21]2[CH:22]=[CH:23][CH:24]=[CH:25][C:20]=2[CH:19]=[C:18]1[C:26](=[O:29])[CH2:27]Br. Product: [O:17]1[C:21]2[CH:22]=[CH:23][CH:24]=[CH:25][C:20]=2[CH:19]=[C:18]1[C:26]([C:27]1[O:1][C:2]2[CH:9]=[CH:8][C:7]([OH:10])=[CH:6][C:3]=2[CH:4]=1)=[O:29]. The catalyst class is: 496. (2) Reactant: [CH3:1][C:2]1[CH:3]=[C:4]2[N:9]([CH:10]=1)[CH:8]=[CH:7][CH:6]=[CH:5]2.[CH2:11]([O:13][C:14](=[O:17])[CH2:15]I)[CH3:12].[Cl-].[Cl-].[Cl-].[Al+3].O1CCOCC1. Product: [CH2:11]([O:13][C:14](=[O:17])[CH2:15][C:10]1[N:9]2[C:4]([CH:5]=[CH:6][CH:7]=[CH:8]2)=[CH:3][C:2]=1[CH3:1])[CH3:12]. The catalyst class is: 6. (3) Reactant: [OH:1][C:2]1[C:7]2[C@@:8]3([OH:45])[C@@:21]([O:25][CH3:26])([C@H:22]([OH:24])[CH2:23][C:6]=2[CH:5]=[C:4]([CH3:46])[C:3]=1[C:47]([O:49][CH3:50])=[O:48])[C:20](=[O:27])[C:19]1[C:10](=[CH:11][C:12]2[C:13](=[O:43])[C:14]([NH:30][C@@H:31]4[C@H:36]([O:37][CH3:38])[C@H:35]([OH:39])[C@@H:34]([O:40][CH3:41])[C@H:33]([CH3:42])[O:32]4)=[CH:15][C:16](=[O:29])[C:17]=2[C:18]=1[OH:28])[C:9]3=[O:44].O.[N+:52]([O-])([OH:54])=[O:53]. Product: [OH:1][C:2]1[C:7]2[C@@:8]3([OH:45])[C@@:21]([O:25][CH3:26])([C@H:22]([OH:24])[CH2:23][C:6]=2[C:5]([N+:52]([O-:54])=[O:53])=[C:4]([CH3:46])[C:3]=1[C:47]([O:49][CH3:50])=[O:48])[C:20](=[O:27])[C:19]1[C:10](=[CH:11][C:12]2[C:13](=[O:43])[C:14]([NH:30][C@@H:31]4[C@H:36]([O:37][CH3:38])[C@H:35]([OH:39])[C@@H:34]([O:40][CH3:41])[C@H:33]([CH3:42])[O:32]4)=[CH:15][C:16](=[O:29])[C:17]=2[C:18]=1[OH:28])[C:9]3=[O:44]. The catalyst class is: 10. (4) Reactant: CN(C)C=O.[N:6]1[CH:11]=[CH:10][CH:9]=[CH:8][C:7]=1[N:12]1[CH:17]=[CH:16][CH:15]=[CH:14][C:13]1=[O:18].[Br:19]N1C(=O)CCC1=O. The catalyst class is: 6. Product: [N:6]1[CH:11]=[CH:10][CH:9]=[CH:8][C:7]=1[N:12]1[CH:17]=[C:16]([Br:19])[CH:15]=[CH:14][C:13]1=[O:18].